This data is from Peptide-MHC class I binding affinity with 185,985 pairs from IEDB/IMGT. The task is: Regression. Given a peptide amino acid sequence and an MHC pseudo amino acid sequence, predict their binding affinity value. This is MHC class I binding data. (1) The binding affinity (normalized) is 0.804. The MHC is HLA-A02:01 with pseudo-sequence HLA-A02:01. The peptide sequence is RLWHYPCTV. (2) The peptide sequence is KTTLFHTFK. The MHC is HLA-A01:01 with pseudo-sequence HLA-A01:01. The binding affinity (normalized) is 0.0847. (3) The MHC is HLA-B51:01 with pseudo-sequence HLA-B51:01. The binding affinity (normalized) is 0.248. The peptide sequence is RPRFDDAYNI. (4) The peptide sequence is SYMLQGLRK. The MHC is HLA-A24:03 with pseudo-sequence HLA-A24:03. The binding affinity (normalized) is 0.0847. (5) The peptide sequence is SKPPTKGADF. The MHC is Mamu-A01 with pseudo-sequence Mamu-A01. The binding affinity (normalized) is 0.332.